This data is from Peptide-MHC class I binding affinity with 185,985 pairs from IEDB/IMGT. The task is: Regression. Given a peptide amino acid sequence and an MHC pseudo amino acid sequence, predict their binding affinity value. This is MHC class I binding data. (1) The peptide sequence is TAVAKCNVNH. The MHC is HLA-A68:01 with pseudo-sequence HLA-A68:01. The binding affinity (normalized) is 0. (2) The peptide sequence is YMPSVVETL. The MHC is HLA-A02:11 with pseudo-sequence HLA-A02:11. The binding affinity (normalized) is 1.00. (3) The peptide sequence is FPGLYGASI. The MHC is Patr-B1301 with pseudo-sequence Patr-B1301. The binding affinity (normalized) is 0.536.